Dataset: Catalyst prediction with 721,799 reactions and 888 catalyst types from USPTO. Task: Predict which catalyst facilitates the given reaction. (1) Reactant: C([O-])([O-])=O.[Na+].[Na+].[CH:7]([C:9]1[CH:14]=[CH:13][C:12](B(O)O)=[CH:11][CH:10]=1)=[O:8].[Cl:18][C:19]1[C:20](Cl)=[N:21][CH:22]=[C:23]([CH:29]=1)[C:24]([NH:26][CH2:27][CH3:28])=[O:25]. Product: [Cl:18][C:19]1[C:20]([C:12]2[CH:13]=[CH:14][C:9]([CH:7]=[O:8])=[CH:10][CH:11]=2)=[N:21][CH:22]=[C:23]([CH:29]=1)[C:24]([NH:26][CH2:27][CH3:28])=[O:25]. The catalyst class is: 108. (2) Reactant: [Cl:1][C:2]1[CH:7]=[CH:6][C:5]([CH2:8][C:9]([N:11]2[C@H:15]([CH:16]([CH3:18])[CH3:17])[CH2:14][O:13][C:12]2=[O:19])=[O:10])=[CH:4][CH:3]=1.[CH3:20][Si]([N-][Si](C)(C)C)(C)C.[Na+].CC(O)=O. Product: [Cl:1][C:2]1[CH:7]=[CH:6][C:5]([C@@H:8]([CH3:20])[C:9]([N:11]2[C@H:15]([CH:16]([CH3:17])[CH3:18])[CH2:14][O:13][C:12]2=[O:19])=[O:10])=[CH:4][CH:3]=1. The catalyst class is: 116.